This data is from NCI-60 drug combinations with 297,098 pairs across 59 cell lines. The task is: Regression. Given two drug SMILES strings and cell line genomic features, predict the synergy score measuring deviation from expected non-interaction effect. (1) Drug 1: C1CCN(CC1)CCOC2=CC=C(C=C2)C(=O)C3=C(SC4=C3C=CC(=C4)O)C5=CC=C(C=C5)O. Drug 2: CCN(CC)CCCC(C)NC1=C2C=C(C=CC2=NC3=C1C=CC(=C3)Cl)OC. Cell line: OVCAR-8. Synergy scores: CSS=26.3, Synergy_ZIP=1.06, Synergy_Bliss=3.52, Synergy_Loewe=-10.2, Synergy_HSA=2.07. (2) Drug 1: C(CCl)NC(=O)N(CCCl)N=O. Drug 2: N.N.Cl[Pt+2]Cl. Cell line: MOLT-4. Synergy scores: CSS=62.9, Synergy_ZIP=-0.787, Synergy_Bliss=-0.0960, Synergy_Loewe=0.875, Synergy_HSA=3.03. (3) Synergy scores: CSS=18.4, Synergy_ZIP=2.79, Synergy_Bliss=3.22, Synergy_Loewe=-1.67, Synergy_HSA=3.03. Drug 2: C1=NNC2=C1C(=O)NC=N2. Drug 1: C1=C(C(=O)NC(=O)N1)N(CCCl)CCCl. Cell line: PC-3.